From a dataset of Full USPTO retrosynthesis dataset with 1.9M reactions from patents (1976-2016). Predict the reactants needed to synthesize the given product. (1) Given the product [NH2:1][C:2]1[C:3]([C:41]2[CH:40]=[N:39][N:38]([C:36]([O:35][C:31]([CH3:34])([CH3:33])[CH3:32])=[O:37])[CH:42]=2)=[C:4]([N:8]2[CH2:13][CH2:12][CH:11]([C:14]3[N:15]([CH2:27][CH2:28][OH:29])[CH:16]=[C:17]([C:19]4[CH:24]=[CH:23][C:22]([F:25])=[C:21]([CH3:26])[CH:20]=4)[N:18]=3)[CH2:10][CH2:9]2)[N:5]=[CH:6][N:7]=1, predict the reactants needed to synthesize it. The reactants are: [NH2:1][C:2]1[N:7]=[CH:6][N:5]=[C:4]([N:8]2[CH2:13][CH2:12][CH:11]([C:14]3[N:15]([CH2:27][CH2:28][OH:29])[CH:16]=[C:17]([C:19]4[CH:24]=[CH:23][C:22]([F:25])=[C:21]([CH3:26])[CH:20]=4)[N:18]=3)[CH2:10][CH2:9]2)[C:3]=1Br.[C:31]([O:35][C:36]([N:38]1[CH:42]=[C:41](B2OC(C)(C)C(C)(C)O2)[CH:40]=[N:39]1)=[O:37])([CH3:34])([CH3:33])[CH3:32].C([O-])([O-])=O.[Cs+].[Cs+]. (2) Given the product [Cl:1][C:2]1[N:10]=[C:9]2[C:5]([N:6]=[CH:7][N:8]2[C@@H:11]2[O:24][C@:23]([CH3:35])([CH2:25][OH:26])[C@@H:13]([OH:14])[C@@H:12]2[F:36])=[C:4]([O:38][CH3:40])[N:3]=1, predict the reactants needed to synthesize it. The reactants are: [Cl:1][C:2]1[N:10]=[C:9]2[C:5]([N:6]=[CH:7][N:8]2[C@@H:11]2[O:24][C@:23]([CH3:35])([CH2:25][O:26]C(=O)C3C=CC=CC=3)[C@@H:13]([O:14]C(=O)C3C=CC=CC=3)[C@@H:12]2[F:36])=[C:4](Cl)[N:3]=1.[O:38]([CH3:40])[Na].C(O)(=O)C.